Task: Binary Classification. Given a drug SMILES string, predict its activity (active/inactive) in a high-throughput screening assay against a specified biological target.. Dataset: Choline transporter screen with 302,306 compounds (1) The compound is S(=O)(=O)(Nc1cc(cc(c1)C(OC)=O)C(OC)=O)c1cc(oc1)C(=O)N. The result is 0 (inactive). (2) The molecule is S(=O)(=O)(Nc1nc2c(nc1Nc1ccccc1)cccc2)c1ccc(NC(=O)C)cc1. The result is 0 (inactive). (3) The molecule is ClC=1c2c(CCC1/C=N\OC(=O)c1ccc(cc1)C)cccc2. The result is 0 (inactive). (4) The compound is o1c(C(=O)NNC(=O)c2cc(ccc2)C)ccc1. The result is 0 (inactive). (5) The drug is O1C(Cn2nnnc2C(N2CCc3c(C2)cccc3)c2cc3c([nH]c2=O)c(ccc3)C)CCC1. The result is 0 (inactive). (6) The compound is S(c1n(nnn1)CCOC)CC(=O)Nc1cc2OCOc2cc1. The result is 0 (inactive). (7) The compound is s1c(Nc2cccnc2)nc(c2cccnc2)c1. The result is 0 (inactive).